This data is from Forward reaction prediction with 1.9M reactions from USPTO patents (1976-2016). The task is: Predict the product of the given reaction. (1) Given the reactants [OH:1][C:2]1[CH:18]=[CH:17][N:5]2[C:6](=[O:16])[CH:7]=[C:8]([N:10]3[CH2:15][CH2:14][O:13][CH2:12][CH2:11]3)[N:9]=[C:4]2[CH:3]=1.[C:19]1(B(O)O)[CH:24]=[CH:23][CH:22]=[CH:21][CH:20]=1.C(N(CC)CC)C, predict the reaction product. The product is: [N:10]1([C:8]2[N:9]=[C:4]3[CH:3]=[C:2]([O:1][C:19]4[CH:24]=[CH:23][CH:22]=[CH:21][CH:20]=4)[CH:18]=[CH:17][N:5]3[C:6](=[O:16])[CH:7]=2)[CH2:11][CH2:12][O:13][CH2:14][CH2:15]1. (2) Given the reactants [C:1]([C:5]1[CH:10]=[CH:9][N:8]2[CH:11]=[CH:12][N:13]=[C:7]2[N:6]=1)([CH3:4])([CH3:3])[CH3:2].Br[C:15]1[N:20]=[C:19]([C:21]2[CH:28]=[CH:27][C:26]([F:29])=[CH:25][C:22]=2[C:23]#[N:24])[CH:18]=[CH:17][CH:16]=1, predict the reaction product. The product is: [C:1]([C:5]1[CH:10]=[CH:9][N:8]2[C:11]([C:15]3[N:20]=[C:19]([C:21]4[CH:28]=[CH:27][C:26]([F:29])=[CH:25][C:22]=4[C:23]#[N:24])[CH:18]=[CH:17][CH:16]=3)=[CH:12][N:13]=[C:7]2[N:6]=1)([CH3:4])([CH3:2])[CH3:3]. (3) Given the reactants [Cl:1][C:2]1[CH:7]=[CH:6][C:5]([C:8]2[C:13]([C:14]3[CH:19]=[CH:18][N:17]=[CH:16][C:15]=3[Cl:20])=[N:12][C:11]([N:21]3[CH2:26][CH2:25][NH:24][CH2:23][CH2:22]3)=[CH:10][N:9]=2)=[CH:4][CH:3]=1.ClC1N=[C:32]([CH3:34])[CH:31]=CN=1.[C:35]([O-])([O-])=O.[K+].[K+], predict the reaction product. The product is: [Cl:1][C:2]1[CH:7]=[CH:6][C:5]([C:8]2[C:13]([C:14]3[CH:19]=[CH:18][N:17]=[CH:16][C:15]=3[Cl:20])=[N:12][C:11]([N:21]3[CH2:22][CH2:23][N:24]([CH2:35][CH:32]([CH3:31])[CH3:34])[CH2:25][CH2:26]3)=[CH:10][N:9]=2)=[CH:4][CH:3]=1. (4) Given the reactants [OH:1][C:2]1[CH:11]=[C:10]([CH2:12][CH2:13][C:14]2[CH:19]=[CH:18][CH:17]=[CH:16][C:15]=2[CH2:20][CH2:21][C:22]2[CH:27]=[CH:26][CH:25]=[CH:24][CH:23]=2)[CH:9]=[CH:8][C:3]=1[C:4]([O:6]C)=[O:5].[OH-].[Na+], predict the reaction product. The product is: [OH:1][C:2]1[CH:11]=[C:10]([CH2:12][CH2:13][C:14]2[CH:19]=[CH:18][CH:17]=[CH:16][C:15]=2[CH2:20][CH2:21][C:22]2[CH:23]=[CH:24][CH:25]=[CH:26][CH:27]=2)[CH:9]=[CH:8][C:3]=1[C:4]([OH:6])=[O:5]. (5) Given the reactants Cl.[CH3:2][S:3]([NH:6][C:7]1[CH:15]=[C:14]2[C:10]([CH:11]=[C:12]([C:16]([OH:18])=O)[NH:13]2)=[CH:9][CH:8]=1)(=[O:5])=[O:4].[F:19][C:20]1[CH:25]=[C:24]([F:26])[CH:23]=[CH:22][C:21]=1[C:27]1[CH:32]=[C:31]([C:33]2[CH:34]=[N:35][C:36]([F:39])=[CH:37][CH:38]=2)[CH:30]=[C:29]([NH2:40])[CH:28]=1.CN(C(ON1N=NC2C=CC=NC1=2)=[N+](C)C)C.F[P-](F)(F)(F)(F)F.CCN(C(C)C)C(C)C, predict the reaction product. The product is: [F:19][C:20]1[CH:25]=[C:24]([F:26])[CH:23]=[CH:22][C:21]=1[C:27]1[CH:32]=[C:31]([C:33]2[CH:34]=[N:35][C:36]([F:39])=[CH:37][CH:38]=2)[CH:30]=[C:29]([NH:40][C:16]([C:12]2[NH:13][C:14]3[C:10]([CH:11]=2)=[CH:9][CH:8]=[C:7]([NH:6][S:3]([CH3:2])(=[O:4])=[O:5])[CH:15]=3)=[O:18])[CH:28]=1. (6) Given the reactants C12CC1CC(=O)C2.[C:8]([O:15][CH2:16][CH3:17])(=[O:14])[C:9](OCC)=O.CC(C)([O-])C.[K+].Cl.FC1C=C(F)C=CC=1NN.Cl.COC(C1[C:41]2[CH:55]3[CH2:56][CH:54]3[CH2:53][C:42]=2[N:43]([C:45]2[CH:50]=[CH:49][C:48]([F:51])=[CH:47][C:46]=2[F:52])[N:44]=1)=O, predict the reaction product. The product is: [CH2:16]([O:15][C:8]([C:9]1[C:41]2[CH:55]3[CH2:56][CH:54]3[CH2:53][C:42]=2[N:43]([C:45]2[CH:50]=[CH:49][C:48]([F:51])=[CH:47][C:46]=2[F:52])[N:44]=1)=[O:14])[CH3:17]. (7) Given the reactants [OH:1][C@H:2]([C:11]1[CH:20]=[CH:19][C:14]2[C:15](=[O:18])[O:16][CH2:17][C:13]=2[C:12]=1[CH3:21])[CH2:3][N:4]1[CH2:9][CH2:8][NH:7][C:6](=[O:10])[CH2:5]1.Cl[C:23]1[S:24][C:25]2[CH:31]=[C:30]([C:32]#[N:33])[CH:29]=[CH:28][C:26]=2[N:27]=1.CC1(C)C2C(=C(P(C3C=CC=CC=3)C3C=CC=CC=3)C=CC=2)OC2C(P(C3C=CC=CC=3)C3C=CC=CC=3)=CC=CC1=2.C([O-])([O-])=O.[Cs+].[Cs+], predict the reaction product. The product is: [OH:1][C@H:2]([C:11]1[CH:20]=[CH:19][C:14]2[C:15](=[O:18])[O:16][CH2:17][C:13]=2[C:12]=1[CH3:21])[CH2:3][N:4]1[CH2:9][CH2:8][N:7]([C:23]2[S:24][C:25]3[CH:31]=[C:30]([C:32]#[N:33])[CH:29]=[CH:28][C:26]=3[N:27]=2)[C:6](=[O:10])[CH2:5]1. (8) Given the reactants [O:1]1[C:10]2[C:5](=[CH:6][C:7]([C:11]3[C:16]([CH:17]4[CH2:19][CH2:18]4)=[CH:15][C:14]([NH:20][S:21]([CH2:24][CH:25]4[CH2:30][CH2:29][CH2:28][CH2:27][CH2:26]4)(=[O:23])=[O:22])=[C:13]([CH3:31])[C:12]=3[CH:32]([O:37][CH:38]3[CH2:40][CH2:39]3)[C:33]([O:35]C)=[O:34])=[CH:8][CH:9]=2)[CH2:4][CH2:3][CH2:2]1.[OH-].[Na+], predict the reaction product. The product is: [O:1]1[C:10]2[C:5](=[CH:6][C:7]([C:11]3[C:16]([CH:17]4[CH2:19][CH2:18]4)=[CH:15][C:14]([NH:20][S:21]([CH2:24][CH:25]4[CH2:30][CH2:29][CH2:28][CH2:27][CH2:26]4)(=[O:23])=[O:22])=[C:13]([CH3:31])[C:12]=3[CH:32]([O:37][CH:38]3[CH2:39][CH2:40]3)[C:33]([OH:35])=[O:34])=[CH:8][CH:9]=2)[CH2:4][CH2:3][CH2:2]1. (9) Given the reactants [F:1][C:2]1([F:37])[O:6][C:5]2[CH:7]=[CH:8][C:9]([C:11]3([C:14]([NH:16][C:17]4[N:22]=[C:21]([C:23]5[CH:35]=[CH:34][C:26]([C:27]([O:29]C(C)(C)C)=[O:28])=[CH:25][CH:24]=5)[C:20]([CH3:36])=[CH:19][N:18]=4)=[O:15])[CH2:13][CH2:12]3)=[CH:10][C:4]=2[O:3]1.C(O)(C(F)(F)F)=O, predict the reaction product. The product is: [F:37][C:2]1([F:1])[O:6][C:5]2[CH:7]=[CH:8][C:9]([C:11]3([C:14]([NH:16][C:17]4[N:22]=[C:21]([C:23]5[CH:35]=[CH:34][C:26]([C:27]([OH:29])=[O:28])=[CH:25][CH:24]=5)[C:20]([CH3:36])=[CH:19][N:18]=4)=[O:15])[CH2:13][CH2:12]3)=[CH:10][C:4]=2[O:3]1.